From a dataset of Forward reaction prediction with 1.9M reactions from USPTO patents (1976-2016). Predict the product of the given reaction. (1) The product is: [Br:1][C:2]1[CH:3]=[C:4]2[C:12](=[CH:13][CH:14]=1)[NH:11][C:10]1[CH:9]([NH:15][C:19](=[O:20])[C:18]3[CH:22]=[CH:23][CH:24]=[CH:25][C:17]=3[Cl:16])[CH2:8][CH2:7][CH2:6][C:5]2=1. Given the reactants [Br:1][C:2]1[CH:3]=[C:4]2[C:12](=[CH:13][CH:14]=1)[NH:11][C:10]1[CH:9]([NH2:15])[CH2:8][CH2:7][CH2:6][C:5]2=1.[Cl:16][C:17]1[CH:25]=[CH:24][CH:23]=[CH:22][C:18]=1[C:19](Cl)=[O:20], predict the reaction product. (2) Given the reactants [F:1][C:2]1[CH:10]=[C:9]([F:11])[CH:8]=[CH:7][C:3]=1[C:4](Cl)=[O:5].[NH2:12][C:13]1[CH:18]=[CH:17][C:16]([C:19](=[O:26])[CH2:20][CH2:21][C:22]([O:24]C)=[O:23])=[CH:15][CH:14]=1, predict the reaction product. The product is: [F:1][C:2]1[CH:10]=[C:9]([F:11])[CH:8]=[CH:7][C:3]=1[C:4]([NH:12][C:13]1[CH:14]=[CH:15][C:16]([C:19](=[O:26])[CH2:20][CH2:21][C:22]([OH:24])=[O:23])=[CH:17][CH:18]=1)=[O:5]. (3) Given the reactants [Cl:1][C:2]1[CH:8]=[CH:7][C:5]([NH2:6])=[C:4]([F:9])[CH:3]=1.[CH3:10][S:11]([CH:14]=[CH2:15])(=[O:13])=[O:12].C(=O)([O-])[O-].[Cs+].[Cs+], predict the reaction product. The product is: [Cl:1][C:2]1[CH:8]=[CH:7][C:5]([NH:6][CH2:15][CH2:14][S:11]([CH3:10])(=[O:13])=[O:12])=[C:4]([F:9])[CH:3]=1. (4) Given the reactants [Cl:1][C:2]1[N:7]=[C:6]([C:8]([OH:10])=O)[CH:5]=[CH:4][N:3]=1.[Cl-].[NH4+:12], predict the reaction product. The product is: [Cl:1][C:2]1[N:7]=[C:6]([C:8]([NH2:12])=[O:10])[CH:5]=[CH:4][N:3]=1. (5) Given the reactants [CH3:1][C:2]1[NH:3][C:4]([CH3:7])=[CH:5][CH:6]=1.N1C=CC=CC=1.[C:14](Cl)(Cl)=[O:15].C1(C)C=CC=CC=1.[Cl:25][C:26]1[N:31]=[N:30][C:29]([O:32][C:33]2[C:38]([CH3:39])=[CH:37][CH:36]=[CH:35][C:34]=2[CH:40]2[CH2:42][CH2:41]2)=[C:28]([OH:43])[CH:27]=1, predict the reaction product. The product is: [CH3:1][C:2]1[N:3]([C:14]([O:43][C:28]2[CH:27]=[C:26]([Cl:25])[N:31]=[N:30][C:29]=2[O:32][C:33]2[C:38]([CH3:39])=[CH:37][CH:36]=[CH:35][C:34]=2[CH:40]2[CH2:42][CH2:41]2)=[O:15])[C:4]([CH3:7])=[CH:5][CH:6]=1. (6) Given the reactants [N+:1]([C:4]1[CH:5]=[C:6]([C:10]2[N:11]=[C:12]([C@H:15]3[CH2:20][CH2:19][CH2:18][CH2:17][N:16]3[C:21](=[O:30])[CH2:22][O:23][C:24]3[CH:29]=[CH:28][CH:27]=[CH:26][CH:25]=3)[NH:13][N:14]=2)[CH:7]=[CH:8][CH:9]=1)([O-])=O.[NH4+].[Cl-], predict the reaction product. The product is: [NH2:1][C:4]1[CH:5]=[C:6]([C:10]2[N:11]=[C:12]([C@H:15]3[CH2:20][CH2:19][CH2:18][CH2:17][N:16]3[C:21](=[O:30])[CH2:22][O:23][C:24]3[CH:25]=[CH:26][CH:27]=[CH:28][CH:29]=3)[NH:13][N:14]=2)[CH:7]=[CH:8][CH:9]=1. (7) Given the reactants C1C(=O)N([Br:8])C(=O)C1.[C:9]([Si:13]([O:16][CH2:17][CH2:18][C:19]1[CH:24]=[C:23]([O:25][CH3:26])[CH:22]=[CH:21][C:20]=1[CH2:27][CH3:28])([CH3:15])[CH3:14])([CH3:12])([CH3:11])[CH3:10].O, predict the reaction product. The product is: [Br:8][C:22]1[C:23]([O:25][CH3:26])=[CH:24][C:19]([CH2:18][CH2:17][O:16][Si:13]([C:9]([CH3:11])([CH3:10])[CH3:12])([CH3:14])[CH3:15])=[C:20]([CH2:27][CH3:28])[CH:21]=1. (8) The product is: [OH:1][CH2:2][CH2:3][NH:4][C:5]1[C:18]2[C:17](=[O:19])[C:16]3[C:11](=[C:12]([NH:21][CH2:22][CH2:23][OH:24])[CH:13]=[C:14]([S:38][C:32]4[CH:37]=[CH:36][CH:35]=[CH:34][CH:33]=4)[CH:15]=3)[C:10](=[O:25])[C:9]=2[CH:8]=[C:7]([S:38][C:32]2[CH:37]=[CH:36][CH:35]=[CH:34][CH:33]=2)[CH:6]=1. Given the reactants [OH:1][CH2:2][CH2:3][NH:4][C:5]1[C:18]2[C:17](=[O:19])[C:16]3[C:11](=[C:12]([NH:21][CH2:22][CH2:23][OH:24])[CH:13]=[C:14](Br)[CH:15]=3)[C:10](=[O:25])[C:9]=2[CH:8]=[C:7](Br)[CH:6]=1.CN(C)C=O.[C:32]1([S-:38])[CH:37]=[CH:36][CH:35]=[CH:34][CH:33]=1.[Na+], predict the reaction product. (9) Given the reactants [CH3:1][O:2][C:3](=[O:16])[C:4]1[CH:9]=[CH:8][C:7]([C:10](=[O:15])[CH2:11][N:12]=[N+]=[N-])=[CH:6][CH:5]=1.[ClH:17].[H][H], predict the reaction product. The product is: [ClH:17].[CH3:1][O:2][C:3](=[O:16])[C:4]1[CH:5]=[CH:6][C:7]([C:10](=[O:15])[CH2:11][NH2:12])=[CH:8][CH:9]=1. (10) Given the reactants [NH2:1][C:2]1[CH:7]=[CH:6][C:5]([CH2:8][C:9]([OH:11])=[O:10])=[CH:4][CH:3]=1.[ClH:12].[CH3:13]O, predict the reaction product. The product is: [ClH:12].[NH2:1][C:2]1[CH:3]=[CH:4][C:5]([CH2:8][C:9]([O:11][CH3:13])=[O:10])=[CH:6][CH:7]=1.